This data is from NCI-60 drug combinations with 297,098 pairs across 59 cell lines. The task is: Regression. Given two drug SMILES strings and cell line genomic features, predict the synergy score measuring deviation from expected non-interaction effect. (1) Drug 1: CN(C)C1=NC(=NC(=N1)N(C)C)N(C)C. Drug 2: C1=CN(C=N1)CC(O)(P(=O)(O)O)P(=O)(O)O. Cell line: KM12. Synergy scores: CSS=21.3, Synergy_ZIP=-5.30, Synergy_Bliss=-2.46, Synergy_Loewe=5.60, Synergy_HSA=5.65. (2) Drug 1: C1=CC(=C2C(=C1NCCNCCO)C(=O)C3=C(C=CC(=C3C2=O)O)O)NCCNCCO. Drug 2: CC1CCCC2(C(O2)CC(NC(=O)CC(C(C(=O)C(C1O)C)(C)C)O)C(=CC3=CSC(=N3)C)C)C. Cell line: RPMI-8226. Synergy scores: CSS=37.5, Synergy_ZIP=1.79, Synergy_Bliss=2.04, Synergy_Loewe=-0.681, Synergy_HSA=-0.230. (3) Drug 1: C1CC(CCC1OC2=C(C(=CC=C2)Cl)F)(CC3=NC(=CC=C3)NC4=NC=CS4)C(=O)O. Drug 2: CC1=C(C(=CC=C1)Cl)NC(=O)C2=CN=C(S2)NC3=CC(=NC(=N3)C)N4CCN(CC4)CCO. Cell line: NCIH23. Synergy scores: CSS=51.3, Synergy_ZIP=-3.53, Synergy_Bliss=-3.86, Synergy_Loewe=2.57, Synergy_HSA=6.34. (4) Drug 1: C(CC(=O)O)C(=O)CN.Cl. Drug 2: CC1C(C(CC(O1)OC2CC(CC3=C2C(=C4C(=C3O)C(=O)C5=C(C4=O)C(=CC=C5)OC)O)(C(=O)CO)O)N)O.Cl. Cell line: NCI-H322M. Synergy scores: CSS=29.4, Synergy_ZIP=-7.44, Synergy_Bliss=-11.9, Synergy_Loewe=-9.80, Synergy_HSA=-8.20. (5) Synergy scores: CSS=-1.92, Synergy_ZIP=5.67, Synergy_Bliss=11.2, Synergy_Loewe=5.15, Synergy_HSA=4.77. Cell line: NCI-H322M. Drug 1: CCCS(=O)(=O)NC1=C(C(=C(C=C1)F)C(=O)C2=CNC3=C2C=C(C=N3)C4=CC=C(C=C4)Cl)F. Drug 2: C1=NNC2=C1C(=O)NC=N2.